The task is: Regression. Given two drug SMILES strings and cell line genomic features, predict the synergy score measuring deviation from expected non-interaction effect.. This data is from NCI-60 drug combinations with 297,098 pairs across 59 cell lines. Drug 1: CN(C)C1=NC(=NC(=N1)N(C)C)N(C)C. Drug 2: CC(C)NC(=O)C1=CC=C(C=C1)CNNC.Cl. Cell line: MCF7. Synergy scores: CSS=5.73, Synergy_ZIP=0.570, Synergy_Bliss=3.72, Synergy_Loewe=-1.40, Synergy_HSA=0.269.